Dataset: HIV replication inhibition screening data with 41,000+ compounds from the AIDS Antiviral Screen. Task: Binary Classification. Given a drug SMILES string, predict its activity (active/inactive) in a high-throughput screening assay against a specified biological target. (1) The result is 0 (inactive). The drug is COc1ccc(NC(=S)Nc2cccc(C)n2)cc1. (2) The molecule is CCOc1ccc(NC(=O)C(CC(=O)c2sc(Nc3ccc(C)cc3)nc2C)=NNC(N)=S)cc1. The result is 0 (inactive). (3) The compound is O=c1c(NO)c([N+](=O)[O-])cnn1-c1ccccc1. The result is 0 (inactive). (4) The compound is O=[N+]([O-])C=C(c1ccc(Cl)cc1)c1ccc(Cl)cc1. The result is 0 (inactive). (5) The molecule is N#Cc1nc(Cc2ccccc2)oc1N. The result is 0 (inactive). (6) The drug is CCOC(=O)C1=NN(c2ccccc2)C(=O)C1=CNC(=S)NNC(C)=O. The result is 0 (inactive).